Task: Predict the product of the given reaction.. Dataset: Forward reaction prediction with 1.9M reactions from USPTO patents (1976-2016) (1) Given the reactants Cl[C:2]1[N:7]=[C:6]([C:8]2[CH:13]=[C:12]([C:14]3[CH:19]=[CH:18][C:17]([C:20]([F:23])([F:22])[F:21])=[CH:16][CH:15]=3)[CH:11]=[C:10]([CH3:24])[N:9]=2)[CH:5]=[CH:4][N:3]=1.[NH2:25][C:26]1[N:31]=[CH:30][C:29](B2OC(C)(C)C(C)(C)O2)=[CH:28][N:27]=1, predict the reaction product. The product is: [CH3:24][C:10]1[N:9]=[C:8]([C:6]2[CH:5]=[CH:4][N:3]=[C:2]([C:29]3[CH:28]=[N:27][C:26]([NH2:25])=[N:31][CH:30]=3)[N:7]=2)[CH:13]=[C:12]([C:14]2[CH:19]=[CH:18][C:17]([C:20]([F:23])([F:22])[F:21])=[CH:16][CH:15]=2)[CH:11]=1. (2) Given the reactants [O:1]1[C:5]2[CH:6]=[CH:7][C:8]([CH2:10][CH2:11][CH:12]([NH:14][C:15]3[C:16]([CH3:27])=[N:17][O:18][C:19]=3[C:20]3[CH:25]=[CH:24][C:23](Br)=[CH:22][CH:21]=3)[CH3:13])=[CH:9][C:4]=2[O:3][CH2:2]1.[CH2:28]([O:30][C:31](=[O:48])[CH2:32][C:33]1[CH:38]=[CH:37][CH:36]=[CH:35][C:34]=1B1OC(C)(C)C(C)(C)O1)[CH3:29], predict the reaction product. The product is: [CH2:28]([O:30][C:31](=[O:48])[CH2:32][C:33]1[CH:38]=[CH:37][CH:36]=[CH:35][C:34]=1[C:23]1[CH:24]=[CH:25][C:20]([C:19]2[O:18][N:17]=[C:16]([CH3:27])[C:15]=2[NH:14][CH:12]([CH3:13])[CH2:11][CH2:10][C:8]2[CH:7]=[CH:6][C:5]3[O:1][CH2:2][O:3][C:4]=3[CH:9]=2)=[CH:21][CH:22]=1)[CH3:29]. (3) Given the reactants [CH3:1][O:2][C:3]1[CH:4]=[CH:5][C:6]2[NH:12][C:11](=[O:13])[N:10]([CH:14]3[CH2:19][CH2:18][NH:17][CH2:16][CH2:15]3)[CH2:9][CH2:8][C:7]=2[CH:20]=1.[CH2:21]([N:28]([CH2:38][C:39]([F:42])([F:41])[F:40])[C:29]([C:31]1[CH:36]=[C:35](Cl)[N:34]=[CH:33][N:32]=1)=[O:30])[C:22]1[CH:27]=[CH:26][CH:25]=[CH:24][CH:23]=1.CCN(C(C)C)C(C)C, predict the reaction product. The product is: [CH2:21]([N:28]([CH2:38][C:39]([F:42])([F:41])[F:40])[C:29]([C:31]1[CH:36]=[C:35]([N:17]2[CH2:18][CH2:19][CH:14]([N:10]3[CH2:9][CH2:8][C:7]4[CH:20]=[C:3]([O:2][CH3:1])[CH:4]=[CH:5][C:6]=4[NH:12][C:11]3=[O:13])[CH2:15][CH2:16]2)[N:34]=[CH:33][N:32]=1)=[O:30])[C:22]1[CH:27]=[CH:26][CH:25]=[CH:24][CH:23]=1. (4) Given the reactants [Br:1][C:2]1[CH:7]=[CH:6][C:5]([CH2:8][CH2:9][O:10][CH2:11][CH2:12][C:13]([N:15]([CH2:24][CH:25]=O)[CH2:16][CH2:17][C:18]2[CH:23]=[CH:22][CH:21]=[CH:20][CH:19]=2)=[O:14])=[CH:4][CH:3]=1.Cl.[NH2:28][CH2:29][CH2:30][C:31]1[C:39]2[S:38][C:37](=[O:40])[NH:36][C:35]=2[C:34]([OH:41])=[CH:33][CH:32]=1.C(O)(=O)C.C([BH3-])#N.[Na+], predict the reaction product. The product is: [Br:1][C:2]1[CH:3]=[CH:4][C:5]([CH2:8][CH2:9][O:10][CH2:11][CH2:12][C:13]([N:15]([CH2:24][CH2:25][NH:28][CH2:29][CH2:30][C:31]2[C:39]3[S:38][C:37](=[O:40])[NH:36][C:35]=3[C:34]([OH:41])=[CH:33][CH:32]=2)[CH2:16][CH2:17][C:18]2[CH:19]=[CH:20][CH:21]=[CH:22][CH:23]=2)=[O:14])=[CH:6][CH:7]=1. (5) Given the reactants CN(C)C(=O)C[NH:5][C@:6]12[CH2:40][CH2:39][C@@H:38]([C:41]([CH3:43])=[CH2:42])[C@@H:7]1[C@@H:8]1[C@@:21]([CH3:24])([CH2:22][CH2:23]2)[C@@:20]2([CH3:25])[C@@H:11]([C@:12]3([CH3:37])[C@@H:17]([CH2:18][CH2:19]2)[C:16]([CH3:27])([CH3:26])[C:15]([C:28]2[CH:36]=[CH:35][C:31]([C:32]([OH:34])=[O:33])=[CH:30][CH:29]=2)=[CH:14][CH2:13]3)[CH2:10][CH2:9]1.Cl.Cl[CH2:48][CH2:49][CH2:50][N:51]1[CH2:56][CH2:55][O:54][CH2:53][CH2:52]1, predict the reaction product. The product is: [CH3:24][C@:21]12[C@@:20]3([CH3:25])[C@@H:11]([C@:12]4([CH3:37])[C@@H:17]([CH2:18][CH2:19]3)[C:16]([CH3:26])([CH3:27])[C:15]([C:28]3[CH:29]=[CH:30][C:31]([C:32]([OH:34])=[O:33])=[CH:35][CH:36]=3)=[CH:14][CH2:13]4)[CH2:10][CH2:9][C@@H:8]1[C@H:7]1[C@H:38]([C:41]([CH3:43])=[CH2:42])[CH2:39][CH2:40][C@:6]1([NH:5][CH2:48][CH2:49][CH2:50][N:51]1[CH2:56][CH2:55][O:54][CH2:53][CH2:52]1)[CH2:23][CH2:22]2. (6) Given the reactants [F:1][C:2]([F:32])([F:31])[C:3]1[CH:26]=[C:25]([C:27]([F:30])([F:29])[F:28])[CH:24]=[CH:23][C:4]=1[CH2:5][O:6][C:7]1[CH:12]=[CH:11][C:10](/[CH:13]=[C:14]2/[C:15](=S)[NH:16][C:17](=[O:19])[S:18]/2)=[CH:9][C:8]=1[O:21][CH3:22].[N:33]1([CH2:38][CH2:39][CH2:40][NH2:41])[CH:37]=[CH:36][N:35]=[CH:34]1, predict the reaction product. The product is: [F:32][C:2]([F:1])([F:31])[C:3]1[CH:26]=[C:25]([C:27]([F:28])([F:30])[F:29])[CH:24]=[CH:23][C:4]=1[CH2:5][O:6][C:7]1[CH:12]=[CH:11][C:10](/[CH:13]=[C:14]2/[C:15]([NH:41][CH2:40][CH2:39][CH2:38][N:33]3[CH:37]=[CH:36][N:35]=[CH:34]3)=[N:16][C:17](=[O:19])[S:18]/2)=[CH:9][C:8]=1[O:21][CH3:22]. (7) Given the reactants [CH:1]1([C:5](Cl)=[O:6])[CH2:4][CH2:3][CH2:2]1.[C:8]([O:12][C:13](=[O:19])[NH:14][CH2:15][CH2:16][CH2:17][NH2:18])([CH3:11])([CH3:10])[CH3:9], predict the reaction product. The product is: [C:8]([O:12][C:13](=[O:19])[NH:14][CH2:15][CH2:16][CH2:17][NH:18][C:5]([CH:1]1[CH2:4][CH2:3][CH2:2]1)=[O:6])([CH3:11])([CH3:9])[CH3:10]. (8) Given the reactants [CH3:1][N:2]([CH3:15])[C:3]([N:5]1[CH2:9][CH:8]2[CH2:10][C:11]([NH2:14])([CH3:13])[CH2:12][CH:7]2[CH2:6]1)=[O:4].Cl[CH2:17][C:18]([N:20]1[CH2:24][C@@H:23]([F:25])[CH2:22][C@H:21]1[C:26]#[N:27])=[O:19].C(=O)([O-])[O-].[K+].[K+], predict the reaction product. The product is: [C:26]([C@@H:21]1[CH2:22][C@H:23]([F:25])[CH2:24][N:20]1[C:18](=[O:19])[CH2:17][NH:14][C:11]1([CH3:13])[CH2:12][CH:7]2[CH2:6][N:5]([C:3]([N:2]([CH3:1])[CH3:15])=[O:4])[CH2:9][CH:8]2[CH2:10]1)#[N:27].